This data is from Buchwald-Hartwig C-N cross coupling reaction yields with 55,370 reactions. The task is: Predict the reaction yield, written as a fraction of the theoretical maximum amount of product (1.0 means a 100% yield; for example, 0.34 means a 34% yield). (1) The reactants are COc1ccc(Cl)cc1.Cc1ccc(N)cc1.O=S(=O)(O[Pd]1c2ccccc2-c2ccccc2N~1)C(F)(F)F.CC(C)c1cc(C(C)C)c(-c2ccccc2P(C(C)(C)C)C(C)(C)C)c(C(C)C)c1.CN(C)C(=NC(C)(C)C)N(C)C.CCOC(=O)c1cc(C)on1. No catalyst specified. The product is COc1ccc(Nc2ccc(C)cc2)cc1. The yield is 0.00669. (2) The reactants are CCc1ccc(I)cc1.Cc1ccc(N)cc1.O=S(=O)(O[Pd]1c2ccccc2-c2ccccc2N~1)C(F)(F)F.COc1ccc(OC)c(P([C@]23C[C@H]4C[C@H](C[C@H](C4)C2)C3)[C@]23C[C@H]4C[C@H](C[C@H](C4)C2)C3)c1-c1c(C(C)C)cc(C(C)C)cc1C(C)C.CN1CCCN2CCCN=C12.COC(=O)c1cc(-c2ccco2)on1. No catalyst specified. The product is CCc1ccc(Nc2ccc(C)cc2)cc1. The yield is 0.697. (3) The reactants are Clc1cccnc1.Cc1ccc(N)cc1.O=S(=O)(O[Pd]1c2ccccc2-c2ccccc2N~1)C(F)(F)F.COc1ccc(OC)c(P([C@]23C[C@H]4C[C@H](C[C@H](C4)C2)C3)[C@]23C[C@H]4C[C@H](C[C@H](C4)C2)C3)c1-c1c(C(C)C)cc(C(C)C)cc1C(C)C.CN1CCCN2CCCN=C12.CCOC(=O)c1ccon1. No catalyst specified. The product is Cc1ccc(Nc2cccnc2)cc1. The yield is 0.115. (4) The yield is 0.0137. The reactants are CCc1ccc(Cl)cc1.Cc1ccc(N)cc1.O=S(=O)(O[Pd]1c2ccccc2-c2ccccc2N~1)C(F)(F)F.COc1ccc(OC)c(P(C(C)(C)C)C(C)(C)C)c1-c1c(C(C)C)cc(C(C)C)cc1C(C)C.CCN=P(N=P(N(C)C)(N(C)C)N(C)C)(N(C)C)N(C)C.Cc1cc(C)on1. The product is CCc1ccc(Nc2ccc(C)cc2)cc1. No catalyst specified.